This data is from Reaction yield outcomes from USPTO patents with 853,638 reactions. The task is: Predict the reaction yield, written as a fraction of the theoretical maximum amount of product (1.0 means a 100% yield; for example, 0.34 means a 34% yield). The reactants are [C:1]([O:5][C:6](=[O:29])[CH2:7][C@@H:8]([CH2:17]OS(C1C=CC(C)=CC=1)(=O)=O)[CH2:9][C@H:10]([CH3:16])[CH2:11][CH2:12][CH2:13][CH2:14][CH3:15])([CH3:4])([CH3:3])[CH3:2].[N-:30]=[N+:31]=[N-:32].[Na+].CS(C)=O. The catalyst is CCOC(C)=O. The product is [C:1]([O:5][C:6](=[O:29])[CH2:7][C@@H:8]([CH2:17][N:30]=[N+:31]=[N-:32])[CH2:9][C@H:10]([CH3:16])[CH2:11][CH2:12][CH2:13][CH2:14][CH3:15])([CH3:4])([CH3:3])[CH3:2]. The yield is 0.890.